Task: Predict which catalyst facilitates the given reaction.. Dataset: Catalyst prediction with 721,799 reactions and 888 catalyst types from USPTO (1) Reactant: [N:1]1[CH:6]=[CH:5][CH:4]=[C:3]([NH:7][C:8](=[O:15])OCC(Cl)(Cl)Cl)[CH:2]=1.Cl.Cl.[F:18][C:19]1[CH:24]=[CH:23][C:22]([C:25]2[CH:30]=[CH:29][N:28]=[C:27]([N:31]3[CH2:36][CH2:35][NH:34][CH2:33][CH2:32]3)[N:26]=2)=[CH:21][CH:20]=1. Product: [F:18][C:19]1[CH:24]=[CH:23][C:22]([C:25]2[CH:30]=[CH:29][N:28]=[C:27]([N:31]3[CH2:32][CH2:33][N:34]([C:8]([NH:7][C:3]4[CH:2]=[N:1][CH:6]=[CH:5][CH:4]=4)=[O:15])[CH2:35][CH2:36]3)[N:26]=2)=[CH:21][CH:20]=1. The catalyst class is: 188. (2) Reactant: Cl.[OH:2][C@H:3]1[CH2:13][N:6]2[C:7](=[O:12])[CH2:8][CH2:9][NH:10][CH2:11][C@@H:5]2[CH2:4]1.Br[C:15]1[CH:20]=[CH:19][C:18]([C:21]([F:24])([F:23])[F:22])=[CH:17][N:16]=1.C(=O)([O-])[O-].[Na+].[Na+]. Product: [OH:2][C@H:3]1[CH2:13][N:6]2[C:7](=[O:12])[CH2:8][CH2:9][N:10]([C:15]3[CH:20]=[CH:19][C:18]([C:21]([F:24])([F:23])[F:22])=[CH:17][N:16]=3)[CH2:11][C@@H:5]2[CH2:4]1. The catalyst class is: 16. (3) The catalyst class is: 16. Product: [CH2:8]([N:15]1[C:16](=[O:22])[CH2:17][CH:18]([CH:20]=[O:21])[CH2:19]1)[C:9]1[CH:10]=[CH:11][CH:12]=[CH:13][CH:14]=1. Reactant: C(N(CC)CC)C.[CH2:8]([N:15]1[CH2:19][CH:18]([CH2:20][OH:21])[CH2:17][C:16]1=[O:22])[C:9]1[CH:14]=[CH:13][CH:12]=[CH:11][CH:10]=1. (4) Reactant: [Br:1][C:2]1[CH:9]=[CH:8][C:5]([CH:6]=[O:7])=[C:4]([OH:10])[CH:3]=1.C([O-])([O-])=O.[K+].[K+].Br[CH:18]([CH3:21])[C:19]#[CH:20]. Product: [Br:1][C:2]1[CH:9]=[CH:8][C:5]([CH:6]=[O:7])=[C:4]([O:10][CH:19]([C:18]#[CH:21])[CH3:20])[CH:3]=1. The catalyst class is: 3. (5) Reactant: [NH2:1][C:2]1[C:3]([C:7](=[NH:17])[N:8]([C:10]2[CH:15]=[CH:14][CH:13]=[C:12]([Cl:16])[CH:11]=2)O)=[N:4][O:5][N:6]=1.C1N=CN([C:23](N2C=NC=C2)=[O:24])C=1.[O:30]1CCCC1. Product: [NH2:1][C:2]1[C:3]([C:7]2[N:8]([C:10]3[CH:15]=[CH:14][CH:13]=[C:12]([Cl:16])[CH:11]=3)[C:23](=[O:24])[O:30][N:17]=2)=[N:4][O:5][N:6]=1. The catalyst class is: 13. (6) Reactant: [C:1]1([C:7]2[CH:11]=[C:10]([C:12]3[CH:17]=[CH:16][CH:15]=[CH:14][CH:13]=3)[NH:9][N:8]=2)[CH:6]=[CH:5][CH:4]=[CH:3][CH:2]=1.Cl[CH2:19][C:20]1[CH:25]=[CH:24][C:23]([CH2:26][OH:27])=[CH:22][CH:21]=1.C(=O)([O-])[O-].[K+].[K+].Cl. Product: [C:1]1([C:7]2[CH:11]=[C:10]([C:12]3[CH:17]=[CH:16][CH:15]=[CH:14][CH:13]=3)[N:9]([CH2:19][C:20]3[CH:25]=[CH:24][C:23]([CH2:26][OH:27])=[CH:22][CH:21]=3)[N:8]=2)[CH:6]=[CH:5][CH:4]=[CH:3][CH:2]=1. The catalyst class is: 9.